Dataset: Forward reaction prediction with 1.9M reactions from USPTO patents (1976-2016). Task: Predict the product of the given reaction. (1) Given the reactants [Cl:1][C:2]1[CH:9]=[CH:8][C:7]([C:10]([F:13])([F:12])[F:11])=[CH:6][C:3]=1[CH:4]=O.C1C[O:17][CH2:16][CH2:15]1, predict the reaction product. The product is: [Cl:1][C:2]1[CH:9]=[CH:8][C:7]([C:10]([F:13])([F:12])[F:11])=[CH:6][C:3]=1[CH:4]=[CH:15][CH:16]=[O:17]. (2) Given the reactants [CH:1]1[C:13]2[CH:12]([CH2:14][O:15][C:16]([N:18]3[C@H:23]([CH3:24])[CH2:22][CH2:21][C@@H:20]([C:25](O)=[O:26])[CH2:19]3)=[O:17])[C:11]3[C:6](=[CH:7][CH:8]=[CH:9][CH:10]=3)[C:5]=2[CH:4]=[CH:3][CH:2]=1.C[N:29](C(ON1N=NC2C=CC=NC1=2)=[N+](C)C)C.F[P-](F)(F)(F)(F)F.C(N(CC)CC)C.[Cl-].[NH4+], predict the reaction product. The product is: [C:25]([C@H:20]1[CH2:19][N:18]([C:16]([O:15][CH2:14][CH:12]2[C:13]3[CH:1]=[CH:2][CH:3]=[CH:4][C:5]=3[C:6]3[C:11]2=[CH:10][CH:9]=[CH:8][CH:7]=3)=[O:17])[C@H:23]([CH3:24])[CH2:22][CH2:21]1)(=[O:26])[NH2:29]. (3) Given the reactants [CH:1]1([CH2:4][C:5]2[N:6]([CH2:11][CH2:12][NH2:13])[CH:7]=[C:8]([I:10])[N:9]=2)[CH2:3][CH2:2]1.[F:14][C:15]([F:27])([F:26])[C:16]1[CH:21]=[CH:20][C:19]([CH2:22][CH2:23][CH:24]=O)=[CH:18][CH:17]=1, predict the reaction product. The product is: [CH:1]1([CH2:4][C:5]2[N:6]3[CH2:11][CH2:12][NH:13][CH:24]([CH2:23][CH2:22][C:19]4[CH:20]=[CH:21][C:16]([C:15]([F:14])([F:26])[F:27])=[CH:17][CH:18]=4)[C:7]3=[C:8]([I:10])[N:9]=2)[CH2:2][CH2:3]1. (4) The product is: [CH3:1][C@@H:2]1[CH2:6][CH2:5][CH2:4][N:3]1[CH2:7][CH2:8][C:9]1[O:10][C:11]2[CH:17]=[CH:16][C:15]([C:18]3[CH:19]=[C:20]([CH2:21][OH:22])[CH:24]=[CH:25][CH:26]=3)=[CH:14][C:12]=2[CH:13]=1. Given the reactants [CH3:1][C@@H:2]1[CH2:6][CH2:5][CH2:4][N:3]1[CH2:7][CH2:8][C:9]1[O:10][C:11]2[CH:17]=[CH:16][C:15]([C:18]3[CH:19]=[C:20]([CH:24]=[CH:25][CH:26]=3)[C:21](O)=[O:22])=[CH:14][C:12]=2[CH:13]=1.O1CCCC1, predict the reaction product. (5) Given the reactants [CH2:1]([NH:5][C:6](=[O:18])[CH2:7][C@H:8]1[CH2:13][C@@H:12]([CH2:14][OH:15])[O:11][C:10]([CH3:17])([CH3:16])[O:9]1)[CH2:2][CH2:3][CH3:4].CC1(C)N([O])C(C)(C)CCC1.[Br-].[K+].Cl[O-].[Na+], predict the reaction product. The product is: [CH2:1]([NH:5][C:6](=[O:18])[CH2:7][C@H:8]1[CH2:13][C@@H:12]([CH:14]=[O:15])[O:11][C:10]([CH3:17])([CH3:16])[O:9]1)[CH2:2][CH2:3][CH3:4]. (6) The product is: [Br:1][C:2]1[CH:7]=[CH:6][C:5]([CH2:8][CH2:9][NH:10][C:11](=[O:13])[CH3:12])=[CH:4][CH:3]=1. Given the reactants [Br:1][C:2]1[CH:7]=[CH:6][C:5]([CH2:8][CH2:9][NH2:10])=[CH:4][CH:3]=1.[C:11](OC(=O)C)(=[O:13])[CH3:12], predict the reaction product. (7) Given the reactants Cl[C:2]1[N:13]=[CH:12][CH:11]=[CH:10][C:3]=1[C:4]([O:6][CH:7]([CH3:9])[CH3:8])=[O:5].[N:14]1([C:20]([O:22][C:23]([CH3:26])([CH3:25])[CH3:24])=[O:21])[CH2:19][CH2:18][NH:17][CH2:16][CH2:15]1.C(N(CC)CC)C, predict the reaction product. The product is: [CH3:8][CH:7]([O:6][C:4]([C:3]1[C:2]([N:17]2[CH2:16][CH2:15][N:14]([C:20]([O:22][C:23]([CH3:26])([CH3:25])[CH3:24])=[O:21])[CH2:19][CH2:18]2)=[N:13][CH:12]=[CH:11][CH:10]=1)=[O:5])[CH3:9].